Dataset: Full USPTO retrosynthesis dataset with 1.9M reactions from patents (1976-2016). Task: Predict the reactants needed to synthesize the given product. (1) Given the product [NH2:18][C:19]1[N:23]([C:24]2[CH:25]=[CH:26][C:27]([F:30])=[CH:28][CH:29]=2)[N:22]=[CH:21][C:20]=1[C:31]([NH:33][CH2:34][C:35]([CH2:41][NH:42][C:4]([C:3]1[C:7]([Br:11])=[CH:8][CH:9]=[CH:10][C:2]=1[Br:1])=[O:6])([OH:40])[C:36]([F:39])([F:38])[F:37])=[O:32], predict the reactants needed to synthesize it. The reactants are: [Br:1][C:2]1[CH:10]=[CH:9][CH:8]=[C:7]([Br:11])[C:3]=1[C:4]([OH:6])=O.C(Cl)(=O)C(Cl)=O.[NH2:18][C:19]1[N:23]([C:24]2[CH:29]=[CH:28][C:27]([F:30])=[CH:26][CH:25]=2)[N:22]=[CH:21][C:20]=1[C:31]([NH:33][CH2:34][C:35]([CH2:41][NH2:42])([OH:40])[C:36]([F:39])([F:38])[F:37])=[O:32].C(N(C(C)C)CC)(C)C. (2) The reactants are: [CH2:1]([O:19][CH:20]([CH2:25][O:26][CH2:27][CH2:28][CH2:29][CH2:30][CH2:31][CH2:32][CH2:33][CH2:34][CH:35]=[CH:36][CH2:37][CH2:38][CH2:39][CH2:40][CH2:41][CH2:42][CH2:43][CH3:44])[CH2:21][N:22]([CH3:24])[CH3:23])[CH2:2][CH2:3][CH2:4][CH2:5][CH2:6][CH2:7][CH2:8][CH:9]=[CH:10][CH2:11][CH2:12][CH2:13][CH2:14][CH2:15][CH2:16][CH2:17][CH3:18].[O:45]=[C:46]([CH2:57][CH2:58][C:59](=[O:65])[CH2:60][CH2:61][C:62](=[O:64])[CH3:63])[CH2:47][CH2:48][O:49][C:50](=[O:56])[CH2:51][CH2:52][CH2:53][CH2:54][Br:55]. Given the product [Br-:55].[CH2:1]([O:19][CH:20]([CH2:25][O:26][CH2:27][CH2:28][CH2:29][CH2:30][CH2:31][CH2:32][CH2:33][CH2:34][CH:35]=[CH:36][CH2:37][CH2:38][CH2:39][CH2:40][CH2:41][CH2:42][CH2:43][CH3:44])[CH2:21][N+:22]([CH2:54][CH2:53][CH2:52][CH2:51][C:50]([O:49][CH2:48][CH2:47][C:46](=[O:45])[CH2:57][CH2:58][C:59](=[O:65])[CH2:60][CH2:61][C:62](=[O:64])[CH3:63])=[O:56])([CH3:24])[CH3:23])[CH2:2][CH2:3][CH2:4][CH2:5][CH2:6][CH2:7][CH2:8][CH:9]=[CH:10][CH2:11][CH2:12][CH2:13][CH2:14][CH2:15][CH2:16][CH2:17][CH3:18], predict the reactants needed to synthesize it. (3) Given the product [NH:12]1[C:13]2[C:18](=[CH:17][CH:16]=[CH:15][CH:14]=2)[C:10]([C:8](=[O:9])[CH:26]([NH:33][C:34]2[CH:35]=[N:36][CH:37]=[C:38]([O:40][CH:41]([CH3:43])[CH3:42])[CH:39]=2)[C:27]2[CH:28]=[CH:29][CH:30]=[CH:31][CH:32]=2)=[CH:11]1, predict the reactants needed to synthesize it. The reactants are: C(N(CC)CC)C.[CH:8]([C:10]1[C:18]2[C:13](=[CH:14][CH:15]=[CH:16][CH:17]=2)[N:12](C(OC(C)(C)C)=O)[CH:11]=1)=[O:9].[CH:26](=[N:33][C:34]1[CH:35]=[N:36][CH:37]=[C:38]([O:40][CH:41]([CH3:43])[CH3:42])[CH:39]=1)[C:27]1[CH:32]=[CH:31][CH:30]=[CH:29][CH:28]=1. (4) Given the product [Br:8][C:5]1[CH:4]=[C:3]2[C:2](=[CH:7][CH:6]=1)[N:1]=[C:23]([CH3:24])[C:22]([S:19]([CH3:18])(=[O:21])=[O:20])=[C:9]2[C:11]1[CH:16]=[CH:15][C:14]([Cl:17])=[CH:13][CH:12]=1, predict the reactants needed to synthesize it. The reactants are: [NH2:1][C:2]1[CH:7]=[CH:6][C:5]([Br:8])=[CH:4][C:3]=1[C:9]([C:11]1[CH:16]=[CH:15][C:14]([Cl:17])=[CH:13][CH:12]=1)=O.[CH3:18][S:19]([CH2:22][C:23](=O)[CH3:24])(=[O:21])=[O:20].[Na]. (5) Given the product [CH2:1]=[C:2]([C:5]1[CH:11]=[C:12]2[C:17](=[CH:18][CH:19]=1)[CH:16]=[C:15]([C:20]([O:22][CH3:23])=[O:21])[CH:14]=[CH:13]2)[CH3:3], predict the reactants needed to synthesize it. The reactants are: [CH3:1][C:2]([CH3:5])([O-])[CH3:3].[K+].C(C1[CH:11]=[C:12]2[C:17](=[CH:18][CH:19]=1)[CH:16]=[C:15]([C:20]([O:22][CH3:23])=[O:21])[CH:14]=[CH:13]2)(=O)C. (6) Given the product [CH2:1]([O:3][C:4]([C:6]1[CH:10]=[C:9]([C:11]2[CH:12]=[CH:13][C:14]([O:17][S:36]([CH2:33][CH2:34][CH3:35])(=[O:38])=[O:37])=[CH:15][CH:16]=2)[N:8]([C:18]2[CH:23]=[CH:22][C:21]([Cl:24])=[CH:20][C:19]=2[Cl:25])[N:7]=1)=[O:5])[CH3:2], predict the reactants needed to synthesize it. The reactants are: [CH2:1]([O:3][C:4]([C:6]1[CH:10]=[C:9]([C:11]2[CH:16]=[CH:15][C:14]([OH:17])=[CH:13][CH:12]=2)[N:8]([C:18]2[CH:23]=[CH:22][C:21]([Cl:24])=[CH:20][C:19]=2[Cl:25])[N:7]=1)=[O:5])[CH3:2].C(N(CC)CC)C.[CH2:33]([S:36](Cl)(=[O:38])=[O:37])[CH2:34][CH3:35]. (7) Given the product [O:15]1[C:20]2[CH:21]=[CH:22][C:23]([CH2:25][N:26]([CH:34]3[CH2:39][CH2:38][N:37]([CH2:13][CH2:12][N:3]4[C:4]5[C:9](=[CH:8][N:7]=[CH:6][CH:5]=5)[CH:10]=[CH:11][C:2]4=[O:1])[CH2:36][CH2:35]3)[C:27](=[O:33])[O:28][C:29]([CH3:32])([CH3:30])[CH3:31])=[CH:24][C:19]=2[O:18][CH2:17][CH2:16]1, predict the reactants needed to synthesize it. The reactants are: [O:1]=[C:2]1[CH:11]=[CH:10][C:9]2[C:4](=[CH:5][CH:6]=[N:7][CH:8]=2)[N:3]1[CH2:12][CH:13]=O.[O:15]1[C:20]2[CH:21]=[CH:22][C:23]([CH2:25][N:26]([CH:34]3[CH2:39][CH2:38][NH:37][CH2:36][CH2:35]3)[C:27](=[O:33])[O:28][C:29]([CH3:32])([CH3:31])[CH3:30])=[CH:24][C:19]=2[O:18][CH2:17][CH2:16]1.C(O[BH-](OC(=O)C)OC(=O)C)(=O)C.[Na+].C(=O)([O-])O.[Na+]. (8) Given the product [OH:1][CH:2]1[CH2:5][C:4]2([CH2:10][CH2:9][N:8]([C:11]([O:13][C:14]([CH3:17])([CH3:16])[CH3:15])=[O:12])[CH2:7][CH2:6]2)[CH2:3]1, predict the reactants needed to synthesize it. The reactants are: [O:1]=[C:2]1[CH2:5][C:4]2([CH2:10][CH2:9][N:8]([C:11]([O:13][C:14]([CH3:17])([CH3:16])[CH3:15])=[O:12])[CH2:7][CH2:6]2)[CH2:3]1.[BH4-].[Na+].C([O-])(O)=O.[Na+]. (9) Given the product [Cl:20][C:21]1[CH:37]=[CH:36][CH:35]=[CH:34][C:22]=1[CH2:23][O:24][C:25]1[CH:30]=[CH:29][CH:28]=[CH:27][C:26]=1[C:2]1[N:7]=[CH:6][N:5]=[C:4]([NH:8][C:9]2[CH:14]=[CH:13][CH:12]=[C:11]([CH2:15][S:16]([CH3:19])(=[O:18])=[O:17])[CH:10]=2)[N:3]=1, predict the reactants needed to synthesize it. The reactants are: Cl[C:2]1[N:7]=[CH:6][N:5]=[C:4]([NH:8][C:9]2[CH:14]=[CH:13][CH:12]=[C:11]([CH2:15][S:16]([CH3:19])(=[O:18])=[O:17])[CH:10]=2)[N:3]=1.[Cl:20][C:21]1[CH:37]=[CH:36][CH:35]=[CH:34][C:22]=1[CH2:23][O:24][C:25]1[CH:30]=[CH:29][CH:28]=[CH:27][C:26]=1B(O)O.